This data is from Full USPTO retrosynthesis dataset with 1.9M reactions from patents (1976-2016). The task is: Predict the reactants needed to synthesize the given product. (1) Given the product [NH2:40][C:35]1([CH3:34])[CH2:36][CH2:37][CH:38]1[NH:39][C:17]([C:13]1[N:8]2[CH:9]=[C:10]([CH3:12])[CH:11]=[C:6]([O:5][CH2:4][C:3]3[C:20]([F:24])=[CH:21][CH:22]=[CH:23][C:2]=3[F:1])[C:7]2=[N:15][C:14]=1[CH3:16])=[O:18], predict the reactants needed to synthesize it. The reactants are: [F:1][C:2]1[CH:23]=[CH:22][CH:21]=[C:20]([F:24])[C:3]=1[CH2:4][O:5][C:6]1[C:7]2[N:8]([C:13]([C:17](O)=[O:18])=[C:14]([CH3:16])[N:15]=2)[CH:9]=[C:10]([CH3:12])[CH:11]=1.CN(C(ON1N=[N:40][C:35]2[CH:36]=[CH:37][CH:38]=[N:39][C:34]1=2)=[N+](C)C)C.F[P-](F)(F)(F)(F)F.C(N(CC)C(C)C)(C)C.Cl.Cl.CC1(N)CCC1N.O.C(O)(C(F)(F)F)=O. (2) Given the product [Br:1][C:2]1[CH:7]=[CH:6][CH:5]=[C:4]([CH3:8])[C:3]=1[C:17]1[CH:18]=[CH:19][CH:20]=[C:15]([C:13]([O:12][CH2:10][CH3:11])=[O:14])[CH:16]=1, predict the reactants needed to synthesize it. The reactants are: [Br:1][C:2]1[CH:7]=[CH:6][CH:5]=[C:4]([CH3:8])[C:3]=1I.[CH2:10]([O:12][C:13]([C:15]1[CH:16]=[C:17](B(O)O)[CH:18]=[CH:19][CH:20]=1)=[O:14])[CH3:11].C(=O)([O-])[O-].[K+].[K+].C1(C)C=CC=CC=1.